Dataset: Reaction yield outcomes from USPTO patents with 853,638 reactions. Task: Predict the reaction yield, written as a fraction of the theoretical maximum amount of product (1.0 means a 100% yield; for example, 0.34 means a 34% yield). (1) The reactants are Br[C:2]1[CH:3]=[C:4]([OH:8])[CH:5]=[CH:6][CH:7]=1.[CH:9]([C:11]1[CH:16]=[CH:15][C:14](B(O)O)=[CH:13][CH:12]=1)=[O:10]. No catalyst specified. The product is [OH:8][C:4]1[CH:3]=[C:2]([C:14]2[CH:15]=[CH:16][C:11]([CH:9]=[O:10])=[CH:12][CH:13]=2)[CH:7]=[CH:6][CH:5]=1. The yield is 0.650. (2) The reactants are [NH2:1][C:2]1[N:7]=[C:6](/[C:8](=[C:11]2\[NH:12][C:13]3[CH:21]=[CH:20][CH:19]=[CH:18][C:14]=3[N:15]\2[CH2:16][CH3:17])/[C:9]#[N:10])[C:5]([CH3:22])=[CH:4][N:3]=1.[CH3:23][C:24]([O:27][C:28]([N:30]1[CH2:35][CH:34]([C:36](O)=[O:37])[CH2:33][CH2:32][CH2:31]1)=[O:29])([CH3:26])[CH3:25]. No catalyst specified. The product is [C:9](/[C:8](=[C:11]1/[NH:12][C:13]2[CH:21]=[CH:20][CH:19]=[CH:18][C:14]=2[N:15]/1[CH2:16][CH3:17])/[C:6]1[C:5]([CH3:22])=[CH:4][N:3]=[C:2]([NH:1][C:36]([CH:34]2[CH2:33][CH2:32][CH2:31][N:30]([C:28]([O:27][C:24]([CH3:26])([CH3:25])[CH3:23])=[O:29])[CH2:35]2)=[O:37])[N:7]=1)#[N:10]. The yield is 0.690. (3) The reactants are Br[C:2]1[CH:8]=[CH:7][C:5]([NH2:6])=[C:4]([F:9])[CH:3]=1.[CH3:10][PH:11](=[O:13])[CH3:12].CC1(C)C2C(=C(P(C3C=CC=CC=3)C3C=CC=CC=3)C=CC=2)OC2C(P(C3C=CC=CC=3)C3C=CC=CC=3)=CC=CC1=2.P([O-])([O-])([O-])=O.[K+].[K+].[K+]. The catalyst is CN(C=O)C.C([O-])(=O)C.[Pd+2].C([O-])(=O)C. The product is [CH3:10][P:11]([C:2]1[CH:8]=[CH:7][C:5]([NH2:6])=[C:4]([F:9])[CH:3]=1)([CH3:12])=[O:13]. The yield is 0.200. (4) The reactants are [N+:1]([C:4]1[CH:9]=[CH:8][C:7]([N:10]2[CH2:15][CH2:14][NH:13][CH2:12][CH2:11]2)=[CH:6][C:5]=1[NH:16][C:17]1[CH:22]=[CH:21][CH:20]=[CH:19][CH:18]=1)([O-:3])=[O:2].[CH3:23][C:24]1[CH:29]=[CH:28][C:27]([S:30](Cl)(=[O:32])=[O:31])=[CH:26][CH:25]=1.C(N(CC)CC)C. The catalyst is ClCCl. The product is [N+:1]([C:4]1[CH:9]=[CH:8][C:7]([N:10]2[CH2:15][CH2:14][N:13]([S:30]([C:27]3[CH:28]=[CH:29][C:24]([CH3:23])=[CH:25][CH:26]=3)(=[O:32])=[O:31])[CH2:12][CH2:11]2)=[CH:6][C:5]=1[NH:16][C:17]1[CH:22]=[CH:21][CH:20]=[CH:19][CH:18]=1)([O-:3])=[O:2]. The yield is 0.400. (5) The reactants are [Br:1][C:2]1[CH:3]=[CH:4][C:5]([Cl:20])=[C:6]([CH:19]=1)[CH2:7][C:8]1[CH:18]=[CH:17][C:11]([O:12][CH2:13][CH:14]([OH:16])[CH3:15])=[CH:10][CH:9]=1.[CH:21]([O:23][CH2:24][CH3:25])=[CH2:22].C1(C)C=CC(S([O-])(=O)=O)=CC=1.[NH+]1C=CC=CC=1. The catalyst is ClCCl. The product is [Br:1][C:2]1[CH:3]=[CH:4][C:5]([Cl:20])=[C:6]([CH2:7][C:8]2[CH:9]=[CH:10][C:11]([O:12][CH2:13][CH:14]([O:16][CH:21]([O:23][CH2:24][CH3:25])[CH3:22])[CH3:15])=[CH:17][CH:18]=2)[CH:19]=1. The yield is 0.870. (6) The reactants are [NH2:1][C:2]1[CH:3]=[C:4]([CH:26]=[CH:27][CH:28]=1)[O:5][C:6]1[C:7]2[CH:25]=[CH:24][NH:23][C:8]=2[N:9]=[C:10]([NH:12][C:13]2[CH:14]=[N:15][N:16]([CH2:18][CH2:19][N:20]([CH3:22])[CH3:21])[CH:17]=2)[N:11]=1.[C:29](Cl)(=[O:32])[CH:30]=[CH2:31]. The catalyst is C1COCC1. The product is [CH3:21][N:20]([CH3:22])[CH2:19][CH2:18][N:16]1[CH:17]=[C:13]([NH:12][C:10]2[N:11]=[C:6]([O:5][C:4]3[CH:3]=[C:2]([NH:1][C:29](=[O:32])[CH:30]=[CH2:31])[CH:28]=[CH:27][CH:26]=3)[C:7]3[CH:25]=[CH:24][NH:23][C:8]=3[N:9]=2)[CH:14]=[N:15]1. The yield is 0.110. (7) The product is [CH:38]([C:8]1[C:9]2[C:14](=[CH:13][CH:12]=[C:11]([CH:15]([C:27]3[CH:28]=[CH:29][CH:30]=[CH:31][CH:32]=3)[C:16]([CH3:26])([CH3:25])[C:17]([NH:19][C:20]3[S:21][CH:22]=[CH:23][N:24]=3)=[O:18])[CH:10]=2)[NH:6][CH:7]=1)=[O:39]. The yield is 0.830. No catalyst specified. The reactants are P(Cl)(Cl)(Cl)=O.[NH:6]1[C:14]2[C:9](=[CH:10][C:11]([CH:15]([C:27]3[CH:32]=[CH:31][CH:30]=[CH:29][CH:28]=3)[C:16]([CH3:26])([CH3:25])[C:17]([NH:19][C:20]3[S:21][CH:22]=[CH:23][N:24]=3)=[O:18])=[CH:12][CH:13]=2)[CH:8]=[CH:7]1.[OH-].[Na+].CN([CH:38]=[O:39])C.